The task is: Predict the product of the given reaction.. This data is from Forward reaction prediction with 1.9M reactions from USPTO patents (1976-2016). (1) Given the reactants [CH2:1]([C:8]1[CH:13]=[CH:12][C:11]([NH:14][C:15]2[C:24]3[C:19](=[CH:20][CH:21]=[C:22]([Cl:25])[CH:23]=3)[N:18]=[CH:17][C:16]=2[C:26](OCC)=[O:27])=[CH:10][CH:9]=1)[C:2]1[CH:7]=[CH:6][CH:5]=[CH:4][CH:3]=1.[H-].[Al+3].[Li+].[H-].[H-].[H-].O, predict the reaction product. The product is: [CH2:1]([C:8]1[CH:9]=[CH:10][C:11]([NH:14][C:15]2[C:24]3[C:19](=[CH:20][CH:21]=[C:22]([Cl:25])[CH:23]=3)[N:18]=[CH:17][C:16]=2[CH2:26][OH:27])=[CH:12][CH:13]=1)[C:2]1[CH:7]=[CH:6][CH:5]=[CH:4][CH:3]=1. (2) Given the reactants [Cl:1][C:2]1[CH:3]=[C:4]2[C:8](=[CH:9][CH:10]=1)[N:7]([CH2:11][C:12]1[CH:13]=[C:14]([CH:18]=[CH:19][N:20]=1)[C:15]([OH:17])=O)[N:6]=[CH:5]2.Cl.[NH2:22][CH2:23][C:24]1[C:25]([CH3:32])=[CH:26][C:27]([NH2:31])=[N:28][C:29]=1[CH3:30].CN(C(ON1N=NC2C=CC=NC1=2)=[N+](C)C)C.F[P-](F)(F)(F)(F)F, predict the reaction product. The product is: [NH2:31][C:27]1[N:28]=[C:29]([CH3:30])[C:24]([CH2:23][NH:22][C:15](=[O:17])[C:14]2[CH:18]=[CH:19][N:20]=[C:12]([CH2:11][N:7]3[C:8]4[C:4](=[CH:3][C:2]([Cl:1])=[CH:10][CH:9]=4)[CH:5]=[N:6]3)[CH:13]=2)=[C:25]([CH3:32])[CH:26]=1. (3) Given the reactants [F:1][C:2]1[CH:22]=[CH:21][C:5]([NH:6][CH2:7][C:8]([C:10]2[CH:15]=[CH:14][C:13]([S:16]([CH3:19])(=[O:18])=[O:17])=[C:12]([CH3:20])[CH:11]=2)=[O:9])=[CH:4][CH:3]=1.[CH2:23](Cl)[C:24]([C:26]1[CH:31]=[CH:30][CH:29]=[CH:28][CH:27]=1)=O.C1C[O:36]CC1, predict the reaction product. The product is: [F:1][C:2]1[CH:3]=[CH:4][C:5]([N:6]([CH2:7][C:8]([C:10]2[CH:15]=[CH:14][C:13]([S:16]([CH3:19])(=[O:18])=[O:17])=[C:12]([CH3:20])[CH:11]=2)=[O:9])[C:23](=[O:36])[CH2:24][C:26]2[CH:31]=[CH:30][CH:29]=[CH:28][CH:27]=2)=[CH:21][CH:22]=1. (4) Given the reactants [O:1]=[CH:2][CH2:3][C@@H:4]([C@@H:6]([CH2:8][OH:9])[OH:7])[OH:5].Cl.C(=O)(O)[O-].[Na+].[CH3:16][OH:17], predict the reaction product. The product is: [CH3:16][O:17][C:2]([CH2:3][C@@H:4]([C@@H:6]([CH2:8][OH:9])[OH:7])[OH:5])=[O:1]. (5) Given the reactants Br[C:2]1[O:6][N:5]=[C:4]([C:7]([O:9][CH2:10][CH3:11])=[O:8])[C:3]=1[CH3:12].[F:13][C:14]([F:25])([F:24])[C:15]1[CH:20]=[CH:19][C:18](B(O)O)=[CH:17][CH:16]=1.C(=O)([O-])[O-].[K+].[K+], predict the reaction product. The product is: [CH3:12][C:3]1[C:4]([C:7]([O:9][CH2:10][CH3:11])=[O:8])=[N:5][O:6][C:2]=1[C:18]1[CH:19]=[CH:20][C:15]([C:14]([F:25])([F:24])[F:13])=[CH:16][CH:17]=1.